From a dataset of Full USPTO retrosynthesis dataset with 1.9M reactions from patents (1976-2016). Predict the reactants needed to synthesize the given product. (1) Given the product [Cl:25][C:4]1[CH:5]=[C:6]([NH:8][C:9]2[N:13]=[C:12]([O:14][CH3:15])[NH:11][N:10]=2)[CH:7]=[C:2]([Cl:1])[N:3]=1, predict the reactants needed to synthesize it. The reactants are: [Cl:1][C:2]1[CH:7]=[C:6]([NH:8][C:9]2[N:10](CC3C=CC(OC)=CC=3)[N:11]=[C:12]([O:14][CH3:15])[N:13]=2)[CH:5]=[C:4]([Cl:25])[N:3]=1.C(O)(C(F)(F)F)=O. (2) Given the product [CH3:15][C:10]1[CH:11]=[CH:12][C:13]([S:2]([Cl:1])(=[O:5])=[O:3])=[CH:14][C:9]=1[N+:6]([O-:8])=[O:7], predict the reactants needed to synthesize it. The reactants are: [Cl:1][S:2]([OH:5])(=O)=[O:3].[N+:6]([C:9]1[CH:14]=[CH:13][CH:12]=[CH:11][C:10]=1[CH3:15])([O-:8])=[O:7]. (3) Given the product [Br:8][C:7]1[C:2]2[N:3]([CH:14]=[CH:15][N:1]=2)[CH:4]=[C:5]([C:9]([O:11][CH3:12])=[O:10])[N:6]=1, predict the reactants needed to synthesize it. The reactants are: [NH2:1][C:2]1[N:3]=[CH:4][C:5]([C:9]([O:11][CH3:12])=[O:10])=[N:6][C:7]=1[Br:8].Br[CH2:14][CH:15](OC)OC. (4) Given the product [Br:32][CH2:33][C:34]1[O:35][C:19](=[O:20])[O:21][C:22]=1[CH:23]1[CH2:24][CH2:25][CH2:26][CH2:27][CH2:28]1, predict the reactants needed to synthesize it. The reactants are: C1(C(=O)CC(OCC)=O)CCCCC1.CC(C)(C)C(=O)C[C:19]([O:21][CH2:22][C:23]1[CH:28]=[CH:27][CH:26]=[CH:25][CH:24]=1)=[O:20].[Br:32][CH2:33][C:34]1[O:35]C(=O)OC=1C(C)(C)C. (5) Given the product [F:1][C:2]1[CH:7]=[C:6]([C@H:8]2[CH2:13][CH2:12][C@H:11]([N:34]3[CH2:39][CH2:38][CH2:37][CH2:36][CH2:35]3)[CH2:10][CH2:9]2)[C:5]([CH3:15])=[CH:4][C:3]=1[NH:16][C:17]1[N:22]=[C:21]([NH:23][C:24]2[CH:28]=[C:27]([CH3:29])[NH:26][N:25]=2)[C:20]([C:30]([F:33])([F:32])[F:31])=[CH:19][N:18]=1, predict the reactants needed to synthesize it. The reactants are: [F:1][C:2]1[C:3]([NH:16][C:17]2[N:22]=[C:21]([NH:23][C:24]3[CH:28]=[C:27]([CH3:29])[NH:26][N:25]=3)[C:20]([C:30]([F:33])([F:32])[F:31])=[CH:19][N:18]=2)=[CH:4][C:5]([CH3:15])=[C:6]([CH:8]2[CH2:13][CH2:12][C:11](=O)[CH2:10][CH2:9]2)[CH:7]=1.[NH:34]1[CH2:39][CH2:38][CH2:37][CH2:36][CH2:35]1.C(O)(=O)C.C(O[BH-](OC(=O)C)OC(=O)C)(=O)C.[Na+].